Dataset: Retrosynthesis with 50K atom-mapped reactions and 10 reaction types from USPTO. Task: Predict the reactants needed to synthesize the given product. (1) The reactants are: COc1ccc2c(c1OC)CCNC2.COc1cccc(-c2nc(C(=O)O)c3ccccc3n2)c1. Given the product COc1cccc(-c2nc(C(=O)N3CCc4c(ccc(OC)c4OC)C3)c3ccccc3n2)c1, predict the reactants needed to synthesize it. (2) Given the product CC(C)(C)OC(=O)N(CCOS(C)(=O)=O)c1cn(-c2cccnc2)nc1Cl, predict the reactants needed to synthesize it. The reactants are: CC(C)(C)OC(=O)N(CCO)c1cn(-c2cccnc2)nc1Cl.CS(=O)(=O)Cl. (3) Given the product CC(=O)N1CC[C@@H](N(C)C(=O)c2cc(C(F)(F)F)cc(C(F)(F)F)c2)[C@H](c2ccc(Cl)c(Cl)c2)C1, predict the reactants needed to synthesize it. The reactants are: CC(=O)O.CN(C(=O)c1cc(C(F)(F)F)cc(C(F)(F)F)c1)[C@@H]1CCNC[C@H]1c1ccc(Cl)c(Cl)c1. (4) Given the product S=C=Nc1ccc(OCCN2CCCC2)cc1, predict the reactants needed to synthesize it. The reactants are: Nc1ccc(OCCN2CCCC2)cc1.S=C(Cl)Cl. (5) The reactants are: COC1(c2ccc(Br)cc2)CC1.O=Cc1ccc(C2CC2)cc1. Given the product COC1(c2ccc(C=O)cc2)CC1, predict the reactants needed to synthesize it. (6) Given the product CNCCNC(=O)c1nc(Cl)c(N)nc1N, predict the reactants needed to synthesize it. The reactants are: CN(CCNC(=O)c1nc(Cl)c(N)nc1N)C(=O)OC(C)(C)C. (7) Given the product Cc1cc(C)c2c(c1)c1c(n2C)CCNC1, predict the reactants needed to synthesize it. The reactants are: Cc1cc(C)c2c(c1)c1c(n2C)CCN(C(=O)OC(C)(C)C)C1. (8) The reactants are: CC(C)(C)OC(=O)N[C@@H](Cc1ccc(B2OC(C)(C)C(C)(C)O2)cc1F)C(=O)N1CCC[C@H]1C#N.CC(C)c1ccc(CN2CC(Oc3ccc(Br)cn3)C2)cc1. Given the product CC(C)c1ccc(CN2CC(Oc3ccc(-c4ccc(C[C@H](NC(=O)OC(C)(C)C)C(=O)N5CCC[C@H]5C#N)c(F)c4)cn3)C2)cc1, predict the reactants needed to synthesize it. (9) Given the product CCN(C(=O)Cc1ccccc1)C1CCN(Cc2cccc(Oc3ccccc3OC)c2)CC1, predict the reactants needed to synthesize it. The reactants are: CCNC1CCN(Cc2cccc(Oc3ccccc3OC)c2)CC1.O=C(Cl)Cc1ccccc1. (10) Given the product N#CCCCn1c(CO)cc2cc(Cl)ccc21, predict the reactants needed to synthesize it. The reactants are: N#CCCCn1c(C(=O)O)cc2cc(Cl)ccc21.